This data is from Forward reaction prediction with 1.9M reactions from USPTO patents (1976-2016). The task is: Predict the product of the given reaction. (1) Given the reactants [C:1]1(C)[CH:6]=CC(S(O)(=O)=O)=C[CH:2]=1.[CH3:12][C:13]1[CH:14]=[C:15]([C@H:22]([OH:25])[CH2:23][OH:24])[CH:16]=[CH:17][C:18]=1[N+:19]([O-:21])=[O:20].COC(OC)(C)C, predict the reaction product. The product is: [CH3:2][C:1]1([CH3:6])[O:25][C@@H:22]([C:15]2[CH:16]=[CH:17][C:18]([N+:19]([O-:21])=[O:20])=[C:13]([CH3:12])[CH:14]=2)[CH2:23][O:24]1. (2) Given the reactants [CH:1]([O:8][CH2:9][CH3:10])([O:5][CH2:6][CH3:7])OCC.B(F)(F)F.CCOCC.[F:20][C:21]1[CH:22]=[C:23]2[C:40](=[CH:41][CH:42]=1)[O:39][C:26]1([CH2:31][CH2:30][N:29]([C:32]([O:34][C:35]([CH3:38])([CH3:37])[CH3:36])=[O:33])[CH2:28][CH2:27]1)[CH2:25][C:24]2=[O:43].CCN(C(C)C)C(C)C.C(=O)(O)[O-].[Na+], predict the reaction product. The product is: [CH2:9]([O:8][CH:1]([O:5][CH2:6][CH3:7])[CH:25]1[C:26]2([CH2:27][CH2:28][N:29]([C:32]([O:34][C:35]([CH3:36])([CH3:37])[CH3:38])=[O:33])[CH2:30][CH2:31]2)[O:39][C:40]2[C:23](=[CH:22][C:21]([F:20])=[CH:42][CH:41]=2)[C:24]1=[O:43])[CH3:10]. (3) Given the reactants [C:1](Cl)(=O)[C:2]([Cl:4])=[O:3].[CH3:7][C:8]1C=[CH:15][C:14]([N+:17]([O-:19])=[O:18])=[CH:13][C:9]=1C(O)=O, predict the reaction product. The product is: [CH3:7][C:8]1[CH:9]=[CH:13][C:14]([N+:17]([O-:19])=[O:18])=[CH:15][C:1]=1[C:2]([Cl:4])=[O:3]. (4) Given the reactants [C:1]1([C:25]2[CH:30]=[CH:29][CH:28]=[CH:27][CH:26]=2)[CH:6]=[CH:5][C:4]([CH2:7][C@@H:8]([NH:17]C(OC(C)(C)C)=O)[CH2:9][C:10]([O:12][C:13]([CH3:16])([CH3:15])[CH3:14])=[O:11])=[CH:3][CH:2]=1.Cl.O1CCOCC1.[C:38]1(=[O:44])[O:43][C:41](=[O:42])[CH2:40][CH2:39]1.CCN(C(C)C)C(C)C, predict the reaction product. The product is: [C:1]1([C:25]2[CH:30]=[CH:29][CH:28]=[CH:27][CH:26]=2)[CH:6]=[CH:5][C:4]([CH2:7][C@@H:8]([NH:17][C:38](=[O:44])[CH2:39][CH2:40][C:41]([OH:43])=[O:42])[CH2:9][C:10]([O:12][C:13]([CH3:16])([CH3:15])[CH3:14])=[O:11])=[CH:3][CH:2]=1. (5) Given the reactants [F:1][C:2]([F:26])([F:25])[C:3]1[CH:8]=[CH:7][C:6]([S:9]([N:12]2[CH2:17][CH2:16][O:15][C:14]3[N:18]=[CH:19][C:20]([C:22](Cl)=[O:23])=[CH:21][C:13]2=3)(=[O:11])=[O:10])=[CH:5][CH:4]=1.[NH2:27][CH2:28][C:29]([C:31]1[CH:36]=[CH:35][CH:34]=[CH:33][CH:32]=1)=[O:30].CCN(C(C)C)C(C)C, predict the reaction product. The product is: [O:30]=[C:29]([C:31]1[CH:36]=[CH:35][CH:34]=[CH:33][CH:32]=1)[CH2:28][NH:27][C:22]([C:20]1[CH:19]=[N:18][C:14]2[O:15][CH2:16][CH2:17][N:12]([S:9]([C:6]3[CH:7]=[CH:8][C:3]([C:2]([F:26])([F:25])[F:1])=[CH:4][CH:5]=3)(=[O:11])=[O:10])[C:13]=2[CH:21]=1)=[O:23]. (6) Given the reactants [Br:1][C:2]1[C:10]2[C:5](=[N:6][CH:7]=[CH:8][CH:9]=2)[NH:4][CH:3]=1.[H-].[Na+].I[CH3:14], predict the reaction product. The product is: [Br:1][C:2]1[C:10]2[C:5](=[N:6][CH:7]=[CH:8][CH:9]=2)[N:4]([CH3:14])[CH:3]=1. (7) Given the reactants [CH:1]1([CH2:4][O:5][C:6]2[N:11]=[C:10]([C:12]([OH:14])=O)[CH:9]=[CH:8][C:7]=2[N:15]2[CH2:18][CH:17]([O:19][CH3:20])[CH2:16]2)[CH2:3][CH2:2]1.Cl.[O:22]=[S:23]1(=[O:31])[CH2:27][CH:26]([C:28]([NH2:30])=[O:29])[NH:25][CH2:24]1, predict the reaction product. The product is: [CH:1]1([CH2:4][O:5][C:6]2[N:11]=[C:10]([C:12]([N:25]3[CH:26]([C:28]([NH2:30])=[O:29])[CH2:27][S:23](=[O:31])(=[O:22])[CH2:24]3)=[O:14])[CH:9]=[CH:8][C:7]=2[N:15]2[CH2:18][CH:17]([O:19][CH3:20])[CH2:16]2)[CH2:2][CH2:3]1. (8) The product is: [OH:41][CH2:42][CH2:43][CH2:44][CH2:45][CH2:46][C:3]1[CH:4]=[CH:5][C:6]([C:9]2[CH:14]=[CH:13][CH:12]=[C:11]([S:15]([C:18]3[CH:19]=[C:20]4[C:25](=[C:26]([CH3:28])[CH:27]=3)[N:24]=[CH:23][C:22]([C:29]([NH2:31])=[O:30])=[C:21]4[NH:32][C:33]3[CH:38]=[CH:37][CH:36]=[C:35]([O:39][CH3:40])[CH:34]=3)(=[O:17])=[O:16])[CH:10]=2)=[CH:7][CH:8]=1. Given the reactants OC[C:3]1[CH:8]=[CH:7][C:6]([C:9]2[CH:14]=[CH:13][CH:12]=[C:11]([S:15]([C:18]3[CH:19]=[C:20]4[C:25](=[C:26]([CH3:28])[CH:27]=3)[N:24]=[CH:23][C:22]([C:29]([NH2:31])=[O:30])=[C:21]4[NH:32][C:33]3[CH:38]=[CH:37][CH:36]=[C:35]([O:39][CH3:40])[CH:34]=3)(=[O:17])=[O:16])[CH:10]=2)=[CH:5][CH:4]=1.[OH:41][CH2:42][CH2:43][CH2:44][CH2:45][CH2:46]C1C=CC(B(O)O)=CC=1, predict the reaction product. (9) Given the reactants [CH2:1]([S:3][C:4]1[CH:9]=[CH:8][CH:7]=[CH:6][C:5]=1B1OC(C)(C)C(C)(C)O1)[CH3:2].Cl[C:20]1[CH:29]=[N:28][C:27]2[C:22](=[CH:23][CH:24]=[C:25]([C:30]([F:33])([F:32])[F:31])[CH:26]=2)[N:21]=1.P([O-])([O-])([O-])=O.[K+].[K+].[K+].O1CCOCC1, predict the reaction product. The product is: [CH2:1]([S:3][C:4]1[CH:9]=[CH:8][CH:7]=[CH:6][C:5]=1[C:20]1[CH:29]=[N:28][C:27]2[C:22](=[CH:23][CH:24]=[C:25]([C:30]([F:31])([F:32])[F:33])[CH:26]=2)[N:21]=1)[CH3:2]. (10) Given the reactants [Cl:1][C:2]1[N:7]=[C:6]([C:8]2[CH:13]=[CH:12][CH:11]=[CH:10][CH:9]=2)[N:5]=[C:4]([C:14]([NH:16][C:17]2[CH:22]=[CH:21][CH:20]=[CH:19][C:18]=2[C:23]2[S:24][C:25]3[CH:26]=[N:27][CH:28]=[CH:29][C:30]=3[N:31]=2)=[O:15])[CH:3]=1.[CH:32]([N:35]1[CH2:40][CH2:39][NH:38][CH2:37][CH2:36]1)([CH3:34])[CH3:33], predict the reaction product. The product is: [ClH:1].[CH:32]([N:35]1[CH2:40][CH2:39][N:38]([C:2]2[N:7]=[C:6]([C:8]3[CH:13]=[CH:12][CH:11]=[CH:10][CH:9]=3)[N:5]=[C:4]([C:14]([NH:16][C:17]3[CH:22]=[CH:21][CH:20]=[CH:19][C:18]=3[C:23]3[S:24][C:25]4[CH:26]=[N:27][CH:28]=[CH:29][C:30]=4[N:31]=3)=[O:15])[CH:3]=2)[CH2:37][CH2:36]1)([CH3:34])[CH3:33].